Predict the product of the given reaction. From a dataset of Forward reaction prediction with 1.9M reactions from USPTO patents (1976-2016). (1) Given the reactants [OH:1][CH2:2][CH2:3][O:4][C:5]1[CH:6]=[CH:7][C:8]([C:20]2[NH:29][C:28](=[O:30])[C:27]3[C:22](=[CH:23][CH:24]=[CH:25][CH:26]=3)[N:21]=2)=[N:9][C:10]=1[C:11]1[CH:16]=[CH:15][C:14]([S:17]([CH3:19])=[O:18])=[CH:13][CH:12]=1.C(N(CC)CC)C.[CH3:38][S:39](Cl)(=[O:41])=[O:40], predict the reaction product. The product is: [CH3:38][S:39]([O:1][CH2:2][CH2:3][O:4][C:5]1[C:10]([C:11]2[CH:16]=[CH:15][C:14]([S:17]([CH3:19])=[O:18])=[CH:13][CH:12]=2)=[N:9][C:8]([C:20]2[NH:29][C:28](=[O:30])[C:27]3[C:22](=[CH:23][CH:24]=[CH:25][CH:26]=3)[N:21]=2)=[CH:7][CH:6]=1)(=[O:41])=[O:40]. (2) Given the reactants [C:1]([O:5][C:6]([NH:8][C@H:9]([C:19]([OH:21])=O)[CH2:10][C:11]1[CH:16]=[C:15]([F:17])[CH:14]=[C:13]([F:18])[CH:12]=1)=[O:7])([CH3:4])([CH3:3])[CH3:2].CNOC.[CH:26]1C=CC2N(O)N=NC=2[CH:31]=1.C([Mg]Br)=C, predict the reaction product. The product is: [F:17][C:15]1[CH:16]=[C:11]([CH:12]=[C:13]([F:18])[CH:14]=1)[CH2:10][C@H:9]([NH:8][C:6](=[O:7])[O:5][C:1]([CH3:2])([CH3:3])[CH3:4])[C:19](=[O:21])[CH:26]=[CH2:31].